From a dataset of Reaction yield outcomes from USPTO patents with 853,638 reactions. Predict the reaction yield, written as a fraction of the theoretical maximum amount of product (1.0 means a 100% yield; for example, 0.34 means a 34% yield). (1) The product is [Cl:32][C:6]1[C:7]2[C:8](=[O:9])[N:10]([C:14]3[CH:15]=[CH:16][C:17]([N:20]4[CH:24]=[CH:23][N:22]([CH2:25][C:26]([O:28][CH2:29][CH3:30])=[O:27])[C:21]4=[O:31])=[CH:18][CH:19]=3)[CH2:11][CH2:12][O:13][C:2]=2[N:3]=[CH:4][N:5]=1. The catalyst is CC#N. The yield is 0.180. The reactants are Cl[C:2]1[C:7]([C:8]([N:10]([C:14]2[CH:19]=[CH:18][C:17]([N:20]3[CH:24]=[CH:23][N:22]([CH2:25][C:26]([O:28][CH2:29][CH3:30])=[O:27])[C:21]3=[O:31])=[CH:16][CH:15]=2)[CH2:11][CH2:12][OH:13])=[O:9])=[C:6]([Cl:32])[N:5]=[CH:4][N:3]=1. (2) The reactants are [CH2:1]([N:3]([CH2:20][CH3:21])[CH2:4][CH2:5][NH:6][C:7]([C:9]1[CH:18]=[CH:17][C:16]2[C:11](=[CH:12][CH:13]=[C:14]([I:19])[CH:15]=2)[CH:10]=1)=[O:8])[CH3:2].IC1C=[CH:25][CH:26]=[C:27]2C=1C=C1C(C(C(OC)=O)=CC=C1)=[N:28]2.[K+].[Br-].IC1C2C=C(C(OC)=O)SC=2C=CC=1.IC1C=CC=C2C=1N=C1C(=C2)C=CC=C1C(OC)=O. The catalyst is ClCCl.ClCCl.C(O)C. The product is [CH2:20]([N:3]([CH2:1][CH3:2])[CH2:4][CH2:5][NH:6][C:7]([C:9]1[C:10]2[C:11](=[CH:12][C:13]3[C:27]([N:28]=2)=[CH:26][CH:25]=[CH:15][C:14]=3[I:19])[CH:16]=[CH:17][CH:18]=1)=[O:8])[CH3:21]. The yield is 0.550. (3) The reactants are [F:1][C:2]([F:39])([F:38])[C:3]([C:5]1[C:13]2[C:8](=[CH:9][C:10]([F:14])=[CH:11][CH:12]=2)[N:7]([S:15]([C:18]2[CH:23]=[CH:22][C:21]([O:24][CH3:25])=[C:20]([N:26]3[CH2:31][CH2:30][N:29](C(=O)C(F)(F)F)[CH2:28][CH2:27]3)[CH:19]=2)(=[O:17])=[O:16])[CH:6]=1)=[O:4].[BH4-].[Na+].O. The catalyst is C(O)C. The product is [F:39][C:2]([F:1])([F:38])[CH:3]([C:5]1[C:13]2[C:8](=[CH:9][C:10]([F:14])=[CH:11][CH:12]=2)[N:7]([S:15]([C:18]2[CH:23]=[CH:22][C:21]([O:24][CH3:25])=[C:20]([N:26]3[CH2:31][CH2:30][NH:29][CH2:28][CH2:27]3)[CH:19]=2)(=[O:16])=[O:17])[CH:6]=1)[OH:4]. The yield is 0.997. (4) The reactants are [NH2:1][CH2:2][C@@H:3]([N:5]1[CH:9]=[CH:8][C:7]([C:10]2[CH:17]=[CH:16][C:13]([C:14]#[N:15])=[C:12]([Cl:18])[C:11]=2[CH3:19])=[N:6]1)[CH3:4].[C:20]([C:23]1[O:24][CH:25]=[C:26]([C:28](O)=[O:29])[N:27]=1)(=[O:22])[CH3:21]. No catalyst specified. The product is [C:20]([C:23]1[O:24][CH:25]=[C:26]([C:28]([NH:1][CH2:2][C@@H:3]([N:5]2[CH:9]=[CH:8][C:7]([C:10]3[CH:17]=[CH:16][C:13]([C:14]#[N:15])=[C:12]([Cl:18])[C:11]=3[CH3:19])=[N:6]2)[CH3:4])=[O:29])[N:27]=1)(=[O:22])[CH3:21]. The yield is 0.334. (5) The reactants are [NH2:1][C@H:2]1[C:11]2[C:6](=[CH:7][CH:8]=[CH:9][CH:10]=2)[N:5]([C:12]([C:14]2[CH:19]=[CH:18][C:17]([O:20][CH3:21])=[CH:16][CH:15]=2)=[O:13])[C@@H:4]([CH3:22])[CH2:3]1.[CH:23](=O)[CH3:24].C(O[BH-](OC(=O)C)OC(=O)C)(=O)C.[Na+].C(N(CC)C(C)C)(C)C.[Cl:49][C:50]1[CH:58]=[CH:57][C:53]([C:54](Cl)=[O:55])=[CH:52][CH:51]=1. The catalyst is ClCCl. The product is [Cl:49][C:50]1[CH:58]=[CH:57][C:53]([C:54]([N:1]([CH2:23][CH3:24])[C@H:2]2[C:11]3[C:6](=[CH:7][CH:8]=[CH:9][CH:10]=3)[N:5]([C:12](=[O:13])[C:14]3[CH:15]=[CH:16][C:17]([O:20][CH3:21])=[CH:18][CH:19]=3)[C@@H:4]([CH3:22])[CH2:3]2)=[O:55])=[CH:52][CH:51]=1. The yield is 0.240.